Dataset: Plasma protein binding rate (PPBR) regression data from AstraZeneca. Task: Regression/Classification. Given a drug SMILES string, predict its absorption, distribution, metabolism, or excretion properties. Task type varies by dataset: regression for continuous measurements (e.g., permeability, clearance, half-life) or binary classification for categorical outcomes (e.g., BBB penetration, CYP inhibition). For this dataset (ppbr_az), we predict Y. (1) The molecule is CC(C)(C)OC(=O)NC[C@H]1CC[C@H](CNC(=O)c2cc(N3CCC(CCO)CC3)nc3ccccc23)CC1. The Y is 99.3 %. (2) The molecule is CCN(CCO)C(=O)c1oc2cccnc2c1-c1cccc(C(F)(F)F)c1. The Y is 91.3 %. (3) The drug is COc1ccccc1C(=O)Nc1ccc(Cc2ccncc2)cc1. The Y is 99.8 %. (4) The drug is COc1ccc(-c2c(C(=O)N3CCC[C@H]3CO)cc3cccnn23)cc1. The Y is 89.0 %. (5) The molecule is Cc1cc(CCC[N+]23CCC(CC2)[C@@H](OC(=O)[C@](C)(c2ccccc2)N2CCCCC2)C3)ccn1. The Y is 23.2 %. (6) The compound is Oc1ncc(NCc2ccccc2)c(O)n1. The Y is 36.5 %. (7) The compound is Cc1onc(-c2c(Cl)cccc2Cl)c1NC(=O)OCc1c(F)cccc1Cl. The Y is 99.8 %. (8) The compound is CC(=O)Nc1ccc2c(c1)c(-c1cc(NC3CC3)n3ncc(C#N)c3n1)cn2CCCO. The Y is 98.8 %. (9) The molecule is CCS(=O)(=O)c1ccc(-c2cc(Cl)ccc2OCC(=O)O)c(Cl)c1. The Y is 97.3 %. (10) The drug is COc1ccc([C@]2(O)CC[C@H](N3CC[C@@H](NC(=O)CNC(=O)c4cccc(C(F)(F)F)c4)C3)CC2)cn1. The Y is 78.8 %.